This data is from Full USPTO retrosynthesis dataset with 1.9M reactions from patents (1976-2016). The task is: Predict the reactants needed to synthesize the given product. (1) Given the product [C:1]([O:5][C:6]([N:8]1[CH2:13][CH2:12][CH:11]([CH2:14][CH2:15][O:16][CH2:26][C:22]2[CH:21]=[N:20][CH:25]=[CH:24][CH:23]=2)[CH2:10][CH2:9]1)=[O:7])([CH3:4])([CH3:3])[CH3:2], predict the reactants needed to synthesize it. The reactants are: [C:1]([O:5][C:6]([N:8]1[CH2:13][CH2:12][CH:11]([CH2:14][CH2:15][OH:16])[CH2:10][CH2:9]1)=[O:7])([CH3:4])([CH3:3])[CH3:2].[H-].[Na+].Cl.[N:20]1[CH:25]=[CH:24][CH:23]=[C:22]([CH2:26]Cl)[CH:21]=1.O. (2) Given the product [O:35]1[C:39]2[CH:40]=[CH:41][CH:42]=[CH:43][C:38]=2[CH:37]=[C:36]1[C:8]1[CH:29]=[CH:28][C:11]([C:12]([NH:14][S:15]([C:18]2[CH:23]=[CH:22][CH:21]=[CH:20][C:19]=2[S:24](=[O:26])(=[O:27])[NH2:25])(=[O:16])=[O:17])=[O:13])=[CH:10][C:9]=1[O:30][CH2:31][CH:32]([F:34])[F:33], predict the reactants needed to synthesize it. The reactants are: C(=O)([O-])[O-].[Na+].[Na+].Br[C:8]1[CH:29]=[CH:28][C:11]([C:12]([NH:14][S:15]([C:18]2[CH:23]=[CH:22][CH:21]=[CH:20][C:19]=2[S:24](=[O:27])(=[O:26])[NH2:25])(=[O:17])=[O:16])=[O:13])=[CH:10][C:9]=1[O:30][CH2:31][CH:32]([F:34])[F:33].[O:35]1[C:39]2[CH:40]=[CH:41][CH:42]=[CH:43][C:38]=2[CH:37]=[C:36]1B(O)O. (3) Given the product [O:1]=[C:2]([C:6]1[C:14]2[C:9](=[CH:10][CH:11]=[C:12]([O:15][C:16]3[CH:21]=[CH:20][CH:19]=[CH:18][CH:17]=3)[CH:13]=2)[NH:8][CH:7]=1)[C:3]([NH2:23])=[O:4], predict the reactants needed to synthesize it. The reactants are: [O:1]=[C:2]([C:6]1[C:14]2[C:9](=[CH:10][CH:11]=[C:12]([O:15][C:16]3[CH:21]=[CH:20][CH:19]=[CH:18][CH:17]=3)[CH:13]=2)[NH:8][CH:7]=1)[C:3](Cl)=[O:4].[OH-].[NH4+:23].Cl. (4) Given the product [CH2:13]([CH:15]([CH2:26][CH3:27])[CH2:16][C:17]1([C:23]([NH:1][C:2]2[C:3]([S:12][C:23]([C:17]3([CH2:16][CH:15]([CH2:26][CH3:27])[CH2:13][CH3:14])[CH2:18][CH2:19][CH2:20][CH2:21][CH2:22]3)=[O:24])=[CH:4][C:5]3[C:10]([CH:11]=2)=[CH:9][CH:8]=[CH:7][CH:6]=3)=[O:24])[CH2:22][CH2:21][CH2:20][CH2:19][CH2:18]1)[CH3:14], predict the reactants needed to synthesize it. The reactants are: [NH2:1][C:2]1[C:3]([SH:12])=[CH:4][C:5]2[C:10]([CH:11]=1)=[CH:9][CH:8]=[CH:7][CH:6]=2.[CH2:13]([CH:15]([CH2:26][CH3:27])[CH2:16][C:17]1([C:23](Cl)=[O:24])[CH2:22][CH2:21][CH2:20][CH2:19][CH2:18]1)[CH3:14].